This data is from Reaction yield outcomes from USPTO patents with 853,638 reactions. The task is: Predict the reaction yield, written as a fraction of the theoretical maximum amount of product (1.0 means a 100% yield; for example, 0.34 means a 34% yield). (1) The reactants are [C:1]([C:3]1[CH:4]=[CH:5][C:6]([C:9]([NH:11][C:12]23[C:30](=[O:31])[C:29]4[C:24](=[CH:25][CH:26]=[CH:27][C:28]=4[N+:32]([O-])=O)[C:13]2([OH:35])[O:14][C:15]2[CH:20]=[C:19]([CH:21]([CH3:23])[CH3:22])[CH:18]=[CH:17][C:16]=23)=[O:10])=[N:7][CH:8]=1)#[N:2].C(O)C. The catalyst is Cl.[Fe].O. The product is [NH2:32][C:28]1[CH:27]=[CH:26][CH:25]=[C:24]2[C:29]=1[C:30](=[O:31])[C:12]1([NH:11][C:9](=[O:10])[C:6]3[CH:5]=[CH:4][C:3]([C:1]#[N:2])=[CH:8][N:7]=3)[C:16]3[CH:17]=[CH:18][C:19]([CH:21]([CH3:22])[CH3:23])=[CH:20][C:15]=3[O:14][C:13]12[OH:35]. The yield is 0.140. (2) The reactants are Cl[C:2]1[C:7]([C:8]([O:10][CH2:11][CH3:12])=[O:9])=[CH:6][N:5]=[C:4]([Cl:13])[CH:3]=1.[I:14][C:15]1[CH:21]=[CH:20][C:18]([NH2:19])=[C:17]([CH3:22])[CH:16]=1.[Li+].C[Si]([N-][Si](C)(C)C)(C)C. The catalyst is C1COCC1.C(OC(=O)C)C.C1CCCCC1. The product is [I:14][C:15]1[CH:21]=[CH:20][C:18]([NH:19][C:2]2[C:7]([C:8]([O:10][CH2:11][CH3:12])=[O:9])=[CH:6][N:5]=[C:4]([Cl:13])[CH:3]=2)=[C:17]([CH3:22])[CH:16]=1. The yield is 0.120.